From a dataset of Full USPTO retrosynthesis dataset with 1.9M reactions from patents (1976-2016). Predict the reactants needed to synthesize the given product. (1) Given the product [O:31]=[C:28]1[C:27]2[CH:32]=[CH:33][C:24]([CH2:23][CH2:22][N:16]3[CH2:21][CH2:20][N:19]([CH2:1][CH:3]4[C:12]5[CH:11]=[CH:10][CH:9]=[C:8]([C:13]#[N:14])[C:7]=5[CH2:6][CH2:5][O:4]4)[CH2:18][CH2:17]3)=[CH:25][C:26]=2[CH2:30][O:29]1, predict the reactants needed to synthesize it. The reactants are: [CH:1]([CH:3]1[C:12]2[CH:11]=[CH:10][CH:9]=[C:8]([C:13]#[N:14])[C:7]=2[CH2:6][CH2:5][O:4]1)=O.Cl.[N:16]1([CH2:22][CH2:23][C:24]2[CH:33]=[CH:32][C:27]3[C:28](=[O:31])[O:29][CH2:30][C:26]=3[CH:25]=2)[CH2:21][CH2:20][NH:19][CH2:18][CH2:17]1.CCN(C(C)C)C(C)C.CC(O)=O.[BH-](OC(C)=O)(OC(C)=O)OC(C)=O.[Na+]. (2) Given the product [CH3:1][N:2]1[C:11]2[CH:10]=[CH:9][CH:8]=[CH:7][C:6]=2[C@@H:5]2[N:12]([C:36]([C@H:31]3[CH2:32][CH2:33][CH2:34][CH2:35][C@H:30]3[NH:29][C:21](=[O:28])[C:22]3[CH:23]=[CH:24][CH:25]=[CH:26][CH:27]=3)=[O:37])[CH2:13][CH2:14][C@@H:4]2[C@@H:3]1[C:15]1[CH:20]=[CH:19][CH:18]=[CH:17][CH:16]=1, predict the reactants needed to synthesize it. The reactants are: [CH3:1][N:2]1[C:11]2[CH:10]=[CH:9][CH:8]=[CH:7][C:6]=2[CH:5]2[NH:12][CH2:13][CH2:14][CH:4]2[CH:3]1[C:15]1[CH:20]=[CH:19][CH:18]=[CH:17][CH:16]=1.[C:21]([NH:29][C@@H:30]1[CH2:35][CH2:34][CH2:33][CH2:32][C@@H:31]1[C:36](O)=[O:37])(=[O:28])[C:22]1[CH:27]=[CH:26][CH:25]=[CH:24][CH:23]=1.CCN=C=NCCCN(C)C.C1C=CC2N(O)N=NC=2C=1.C(=O)([O-])O.[Na+].